The task is: Predict which catalyst facilitates the given reaction.. This data is from Catalyst prediction with 721,799 reactions and 888 catalyst types from USPTO. (1) Reactant: [CH3:1][O:2][C:3]1[CH:11]=[CH:10][C:9]([O:12][C:13]([F:16])([F:15])[F:14])=[CH:8][C:4]=1[C:5](O)=[O:6].C(Cl)(=O)C([Cl:20])=O. Product: [CH3:1][O:2][C:3]1[CH:11]=[CH:10][C:9]([O:12][C:13]([F:16])([F:15])[F:14])=[CH:8][C:4]=1[C:5]([Cl:20])=[O:6]. The catalyst class is: 204. (2) Reactant: Br[C:2]1[C:3](=[O:20])[N:4]([C:9]2[CH:10]=[C:11]([CH:16]=[CH:17][C:18]=2[CH3:19])[C:12]([O:14][CH3:15])=[O:13])[CH:5]=[C:6](Br)[N:7]=1.[CH2:21]([NH:28][CH2:29][CH2:30][N:31]([CH3:33])[CH3:32])[C:22]1[CH:27]=[CH:26][CH:25]=[CH:24][CH:23]=1.C1CC=CCC=1. Product: [CH3:32][N:31]([CH3:33])[CH2:30][CH2:29][N:28]([CH2:21][C:22]1[CH:27]=[CH:26][CH:25]=[CH:24][CH:23]=1)[C:2]1[C:3](=[O:20])[N:4]([C:9]2[CH:10]=[C:11]([CH:16]=[CH:17][C:18]=2[CH3:19])[C:12]([O:14][CH3:15])=[O:13])[CH:5]=[CH:6][N:7]=1. The catalyst class is: 304. (3) Reactant: [C:1]([O:5][C:6]([N:8]1[CH2:12][C@@H:11]([CH2:13][N:14]([CH:24]([CH3:26])[CH3:25])[C:15]([O:17][CH2:18][CH2:19][Si:20]([CH3:23])([CH3:22])[CH3:21])=[O:16])[C@H:10]([CH2:27][OH:28])[CH2:9]1)=[O:7])([CH3:4])([CH3:3])[CH3:2].CC(OI1(OC(C)=O)(OC(C)=O)OC(=O)C2C=CC=CC1=2)=O. Product: [C:1]([O:5][C:6]([N:8]1[CH2:12][C@@H:11]([CH2:13][N:14]([CH:24]([CH3:25])[CH3:26])[C:15]([O:17][CH2:18][CH2:19][Si:20]([CH3:23])([CH3:22])[CH3:21])=[O:16])[C@H:10]([CH:27]=[O:28])[CH2:9]1)=[O:7])([CH3:3])([CH3:4])[CH3:2]. The catalyst class is: 2. (4) Reactant: [CH3:1][O:2][C:3]1[CH:4]=[C:5]([CH2:9][CH2:10][CH2:11][CH2:12][C:13]([O:15]CC)=[O:14])[CH:6]=[CH:7][CH:8]=1.[OH-].[Na+]. Product: [CH3:1][O:2][C:3]1[CH:4]=[C:5]([CH2:9][CH2:10][CH2:11][CH2:12][C:13]([OH:15])=[O:14])[CH:6]=[CH:7][CH:8]=1. The catalyst class is: 8. (5) Reactant: [F:1][C:2]1[CH:3]=[C:4]([CH:9]=[CH:10][C:11]=1[CH2:12][S:13][C:14]1[CH:19]=[CH:18][C:17]([OH:20])=[CH:16][CH:15]=1)[C:5]([O:7][CH3:8])=[O:6].ClC1C=CC=C(C(OO)=[O:29])C=1. Product: [F:1][C:2]1[CH:3]=[C:4]([CH:9]=[CH:10][C:11]=1[CH2:12][S:13]([C:14]1[CH:19]=[CH:18][C:17]([OH:20])=[CH:16][CH:15]=1)=[O:29])[C:5]([OH:7])=[O:6].[F:1][C:2]1[CH:3]=[C:4]([CH:9]=[CH:10][C:11]=1[CH2:12][S:13]([C:14]1[CH:15]=[CH:16][C:17]([OH:20])=[CH:18][CH:19]=1)=[O:29])[C:5]([O:7][CH3:8])=[O:6]. The catalyst class is: 2. (6) Reactant: [NH2:1][C:2]1[CH:6]=[C:5]([C:7]([CH3:10])([CH3:9])[CH3:8])[O:4][N:3]=1.[H-].[Na+].[Cl:13][CH:14]1[N:19](Cl)[CH:18]=[CH:17][CH:16]=[N:15]1. The catalyst class is: 3. Product: [Cl:13][C:14]1[N:19]=[C:18]([NH:1][C:2]2[CH:6]=[C:5]([C:7]([CH3:10])([CH3:9])[CH3:8])[O:4][N:3]=2)[CH:17]=[CH:16][N:15]=1.